Dataset: Peptide-MHC class II binding affinity with 134,281 pairs from IEDB. Task: Regression. Given a peptide amino acid sequence and an MHC pseudo amino acid sequence, predict their binding affinity value. This is MHC class II binding data. (1) The peptide sequence is APTGMFVAGAKYMVI. The MHC is DRB3_0202 with pseudo-sequence DRB3_0202. The binding affinity (normalized) is 0.194. (2) The peptide sequence is GDSRLTYQWHKEGSS. The MHC is DRB5_0101 with pseudo-sequence DRB5_0101. The binding affinity (normalized) is 0.0835.